From a dataset of Full USPTO retrosynthesis dataset with 1.9M reactions from patents (1976-2016). Predict the reactants needed to synthesize the given product. Given the product [CH2:1]([C:3]1[CH:8]=[C:7]([C:9]([F:12])([F:10])[F:11])[N:6]=[C:5]([CH:13]=[O:14])[CH:4]=1)[CH3:2], predict the reactants needed to synthesize it. The reactants are: [CH2:1]([C:3]1[CH:8]=[C:7]([C:9]([F:12])([F:11])[F:10])[N:6]=[C:5]([CH2:13][OH:14])[CH:4]=1)[CH3:2].CC(OI1(OC(C)=O)(OC(C)=O)OC(=O)C2C=CC=CC1=2)=O.